Dataset: Forward reaction prediction with 1.9M reactions from USPTO patents (1976-2016). Task: Predict the product of the given reaction. (1) Given the reactants [CH2:1]([O:8][C:9]([NH:11][C@H:12]([C:17]([OH:19])=O)[C:13]([CH3:16])([CH3:15])[CH3:14])=[O:10])[C:2]1[CH:7]=[CH:6][CH:5]=[CH:4][CH:3]=1.[Cl-].[NH4+].C([N:24](CC)CC)C.C1C=CC2N(O)N=NC=2C=1, predict the reaction product. The product is: [NH2:24][C:17]([C@@H:12]([NH:11][C:9](=[O:10])[O:8][CH2:1][C:2]1[CH:7]=[CH:6][CH:5]=[CH:4][CH:3]=1)[C:13]([CH3:16])([CH3:15])[CH3:14])=[O:19]. (2) Given the reactants [Cl:1][C:2]1[CH:10]=[CH:9][C:5]([C:6]([NH2:8])=[O:7])=[CH:4][CH:3]=1.[CH3:11][C:12]([CH3:22])([CH2:15][C:16]1[CH:21]=[CH:20][CH:19]=[CH:18][CH:17]=1)[CH:13]=O.[NH:23]1[C:27]2[CH:28]=[CH:29][CH:30]=[CH:31][C:26]=2[N:25]=[N:24]1.C1(C)C=CC(S(O)(=O)=O)=CC=1, predict the reaction product. The product is: [N:23]1([CH:13]([NH:8][C:6](=[O:7])[C:5]2[CH:9]=[CH:10][C:2]([Cl:1])=[CH:3][CH:4]=2)[C:12]([CH3:22])([CH3:11])[CH2:15][C:16]2[CH:21]=[CH:20][CH:19]=[CH:18][CH:17]=2)[C:27]2[CH:28]=[CH:29][CH:30]=[CH:31][C:26]=2[N:25]=[N:24]1. (3) Given the reactants [Br:1][C:2]1[CH:9]=[C:6]([CH:7]=O)[C:5]([OH:10])=[CH:4][CH:3]=1.[Cl:11][C:12]1[CH:13]=[C:14]([CH:16]=[C:17]([Cl:19])[CH:18]=1)[NH2:15], predict the reaction product. The product is: [Cl:11][C:12]1[CH:13]=[C:14]([CH:16]=[C:17]([Cl:19])[CH:18]=1)[N:15]=[CH:7][C:6]1[CH:9]=[C:2]([Br:1])[CH:3]=[CH:4][C:5]=1[OH:10]. (4) Given the reactants [CH:1]1([S:4]([N:7]2[CH2:12][CH2:11][N:10]([C:13]3[CH:14]=[CH:15][C:16]([N:19]4[C:28]5[C:23](=[CH:24][CH:25]=[CH:26][CH:27]=5)[N:22](C(O)=O)[CH2:21][CH2:20]4)=[N:17][CH:18]=3)[CH2:9][CH2:8]2)(=[O:6])=[O:5])[CH2:3][CH2:2]1.Cl.C([O-])(O)=O.[Na+], predict the reaction product. The product is: [CH:1]1([S:4]([N:7]2[CH2:8][CH2:9][N:10]([C:13]3[CH:14]=[CH:15][C:16]([N:19]4[C:28]5[C:23](=[CH:24][CH:25]=[CH:26][CH:27]=5)[NH:22][CH2:21][CH2:20]4)=[N:17][CH:18]=3)[CH2:11][CH2:12]2)(=[O:6])=[O:5])[CH2:3][CH2:2]1. (5) Given the reactants Cl.[NH:2](C(OC(C)(C)C)=O)[C@H:3]([C:8]([NH:10][C@H:11]([C:16]([NH:18][C@H:19]([C:35]([O:37][CH2:38][C:39]1[CH:44]=[CH:43][CH:42]=[CH:41][CH:40]=1)=[O:36])[CH2:20][CH2:21][CH2:22][CH2:23][NH:24][C:25]([O:27][CH2:28][C:29]1[CH:34]=[CH:33][CH:32]=[CH:31][CH:30]=1)=[O:26])=[O:17])[CH2:12][CH:13]([CH3:15])[CH3:14])=[O:9])[CH2:4][CH:5]([CH3:7])[CH3:6].COC(C)(C)C, predict the reaction product. The product is: [NH2:2][C@H:3]([C:8]([NH:10][C@H:11]([C:16]([NH:18][C@H:19]([C:35]([O:37][CH2:38][C:39]1[CH:40]=[CH:41][CH:42]=[CH:43][CH:44]=1)=[O:36])[CH2:20][CH2:21][CH2:22][CH2:23][NH:24][C:25]([O:27][CH2:28][C:29]1[CH:34]=[CH:33][CH:32]=[CH:31][CH:30]=1)=[O:26])=[O:17])[CH2:12][CH:13]([CH3:15])[CH3:14])=[O:9])[CH2:4][CH:5]([CH3:7])[CH3:6].